Dataset: Peptide-MHC class II binding affinity with 134,281 pairs from IEDB. Task: Regression. Given a peptide amino acid sequence and an MHC pseudo amino acid sequence, predict their binding affinity value. This is MHC class II binding data. (1) The binding affinity (normalized) is 0. The MHC is HLA-DPA10301-DPB10402 with pseudo-sequence HLA-DPA10301-DPB10402. The peptide sequence is VPQLQPQNPSQQQPQ. (2) The peptide sequence is NLLLSVSDRCPLCKY. The MHC is DRB1_0101 with pseudo-sequence DRB1_0101. The binding affinity (normalized) is 0.0479. (3) The peptide sequence is SAIRAAPEAARSLAS. The MHC is HLA-DQA10301-DQB10302 with pseudo-sequence HLA-DQA10301-DQB10302. The binding affinity (normalized) is 0.310. (4) The peptide sequence is VSWEEEAEISGSSAR. The MHC is HLA-DQA10303-DQB10402 with pseudo-sequence HLA-DQA10303-DQB10402. The binding affinity (normalized) is 0.378. (5) The peptide sequence is SQDLEMSWNLNGLQAY. The MHC is DRB1_0401 with pseudo-sequence DRB1_0401. The binding affinity (normalized) is 0.187. (6) The peptide sequence is SVGTGNCTTNILEAK. The MHC is HLA-DQA10201-DQB10402 with pseudo-sequence HLA-DQA10201-DQB10402. The binding affinity (normalized) is 0.